Dataset: Forward reaction prediction with 1.9M reactions from USPTO patents (1976-2016). Task: Predict the product of the given reaction. Given the reactants C[O:2][C:3](=[O:39])[CH2:4][O:5][C:6]1[CH:7]=[C:8]2[C:12](=[CH:13][CH:14]=1)[N:11]([C:15](=[O:17])[NH2:16])[CH:10]=[C:9]2[NH:18][C:19]([N:21]1[C@H:26]([C:27](=[O:38])[NH:28][CH2:29][C:30]2[CH:35]=[CH:34][CH:33]=[C:32]([Cl:36])[C:31]=2[F:37])[CH2:25][C@@H:24]2[C@H:22]1[CH2:23]2)=[O:20].[OH-].[Na+], predict the reaction product. The product is: [C:15]([N:11]1[C:12]2[C:8](=[CH:7][C:6]([O:5][CH2:4][C:3]([OH:39])=[O:2])=[CH:14][CH:13]=2)[C:9]([NH:18][C:19]([N:21]2[C@H:26]([C:27](=[O:38])[NH:28][CH2:29][C:30]3[CH:35]=[CH:34][CH:33]=[C:32]([Cl:36])[C:31]=3[F:37])[CH2:25][C@@H:24]3[C@H:22]2[CH2:23]3)=[O:20])=[CH:10]1)(=[O:17])[NH2:16].